Task: Predict the reactants needed to synthesize the given product.. Dataset: Full USPTO retrosynthesis dataset with 1.9M reactions from patents (1976-2016) (1) Given the product [C:10]1([NH:11][C:37]([C:30]2[N:29]=[C:28]([CH2:27][CH2:26][N:20]3[CH2:21][CH2:22][O:23][CH2:24][CH2:25]3)[N:32]3[CH:33]=[CH:34][CH:35]=[CH:36][C:31]=23)=[O:38])[C:4]2[C:5](=[CH:6][CH:1]=[CH:2][CH:3]=2)[CH:7]=[CH:8][CH:9]=1, predict the reactants needed to synthesize it. The reactants are: [CH:1]1[CH:6]=[C:5]2[CH:7]=[CH:8][CH:9]=[C:10]([NH2:11])[C:4]2=[CH:3][CH:2]=1.C(N(CC)CC)C.Cl.[N:20]1([CH2:26][CH2:27][C:28]2[N:32]3[CH:33]=[CH:34][CH:35]=[CH:36][C:31]3=[C:30]([C:37](Cl)=[O:38])[N:29]=2)[CH2:25][CH2:24][O:23][CH2:22][CH2:21]1. (2) Given the product [CH3:31][O:30][C:4]1[CH:5]=[C:6]([CH:9]([CH3:29])[C:10]([NH:12][CH2:13][C:14]2[C:15]([N:24]3[CH2:28][CH2:27][CH2:26][CH2:25]3)=[N:16][C:17]([C:20]([F:21])([F:22])[F:23])=[CH:18][CH:19]=2)=[O:11])[CH:7]=[CH:8][C:3]=1[CH2:2][NH:1][S:33]([CH3:32])(=[O:35])=[O:34], predict the reactants needed to synthesize it. The reactants are: [NH2:1][CH2:2][C:3]1[CH:8]=[CH:7][C:6]([CH:9]([CH3:29])[C:10]([NH:12][CH2:13][C:14]2[C:15]([N:24]3[CH2:28][CH2:27][CH2:26][CH2:25]3)=[N:16][C:17]([C:20]([F:23])([F:22])[F:21])=[CH:18][CH:19]=2)=[O:11])=[CH:5][C:4]=1[O:30][CH3:31].[CH3:32][S:33](Cl)(=[O:35])=[O:34]. (3) Given the product [CH3:17][O:16][C:13]1[CH:14]=[CH:15][C:10]([CH:9]=[CH:8][C:5]2[O:6][CH:7]=[C:3]([CH2:2][O:33][C:30]3[CH:31]=[CH:32][C:27]([CH2:26][CH2:25][CH2:24][CH2:23][N:18]4[CH:22]=[CH:21][N:20]=[N:19]4)=[CH:28][CH:29]=3)[N:4]=2)=[CH:11][CH:12]=1, predict the reactants needed to synthesize it. The reactants are: Cl[CH2:2][C:3]1[N:4]=[C:5]([CH:8]=[CH:9][C:10]2[CH:15]=[CH:14][C:13]([O:16][CH3:17])=[CH:12][CH:11]=2)[O:6][CH:7]=1.[N:18]1([CH2:23][CH2:24][CH2:25][CH2:26][C:27]2[CH:32]=[CH:31][C:30]([OH:33])=[CH:29][CH:28]=2)[CH:22]=[CH:21][N:20]=[N:19]1.[I-].[K+].C[O-].[Na+]. (4) Given the product [CH2:1]([O:8][C@H:9]([CH3:15])[C@H:10]([OH:14])[CH2:11][OH:12])[C:2]1[CH:7]=[CH:6][CH:5]=[CH:4][CH:3]=1, predict the reactants needed to synthesize it. The reactants are: [CH2:1]([O:8][C@H:9]([CH3:15])[C@H:10]([OH:14])[C:11](O)=[O:12])[C:2]1[CH:7]=[CH:6][CH:5]=[CH:4][CH:3]=1.B(OC)(OC)OC.CSC.B.B([O-])([O-])[O-].CSC. (5) Given the product [Cl:1][C:2]1[CH:3]=[CH:4][C:5]2[C:11]3[N:21]=[C:20]([NH:19][C:23]4[CH:24]=[C:25]([CH:29]=[CH:30][CH:31]=4)[C:26]([OH:28])=[O:27])[N:22]=[CH:13][C:10]=3[CH2:9][C:8](=[O:17])[NH:7][C:6]=2[CH:18]=1, predict the reactants needed to synthesize it. The reactants are: [Cl:1][C:2]1[CH:3]=[CH:4][C:5]2[C:11](=O)[C:10](=[CH:13]N(C)C)[CH2:9][C:8](=[O:17])[NH:7][C:6]=2[CH:18]=1.[NH:19]([C:23]1[CH:24]=[C:25]([CH:29]=[CH:30][CH:31]=1)[C:26]([OH:28])=[O:27])[C:20]([NH2:22])=[NH:21]. (6) The reactants are: Br[C:2]1[CH:3]=[C:4]([C:8]2([C:19]3[CH:24]=[CH:23][N:22]=[C:21]([O:25][CH3:26])[CH:20]=3)[C:16]3[C:11](=[C:12]([F:17])[CH:13]=[CH:14][CH:15]=3)[C:10]([NH2:18])=[N:9]2)[CH:5]=[CH:6][CH:7]=1.[C:27]([C:29]1[CH:30]=[N:31][CH:32]=[C:33](B2OC(C)(C)C(C)(C)[O:36]2)[CH:34]=1)#[N:28]. Given the product [C:21]([OH:25])(=[O:36])[CH3:20].[NH2:18][C:10]1[C:11]2[C:16](=[CH:15][CH:14]=[CH:13][C:12]=2[F:17])[C:8]([C:4]2[CH:3]=[C:2]([C:33]3[CH:32]=[N:31][CH:30]=[C:29]([CH:34]=3)[C:27]#[N:28])[CH:7]=[CH:6][CH:5]=2)([C:19]2[CH:24]=[CH:23][N:22]=[C:21]([O:25][CH3:26])[CH:20]=2)[N:9]=1, predict the reactants needed to synthesize it.